Dataset: Forward reaction prediction with 1.9M reactions from USPTO patents (1976-2016). Task: Predict the product of the given reaction. Given the reactants Cl[C:2]1[N:7]=[C:6]([C:8]2[CH:9]=[C:10]([CH:24]=[CH:25][CH:26]=2)[CH2:11][N:12]([CH2:17][C:18]2[CH:19]=[N:20][CH:21]=[CH:22][CH:23]=2)[S:13]([CH3:16])(=[O:15])=[O:14])[CH:5]=[CH:4][N:3]=1.[NH2:27][CH2:28][CH2:29][C:30]1[CH:35]=[CH:34][C:33]([OH:36])=[CH:32][CH:31]=1, predict the reaction product. The product is: [OH:36][C:33]1[CH:34]=[CH:35][C:30]([CH2:29][CH2:28][NH:27][C:2]2[N:7]=[C:6]([C:8]3[CH:9]=[C:10]([CH:24]=[CH:25][CH:26]=3)[CH2:11][N:12]([CH2:17][C:18]3[CH:19]=[N:20][CH:21]=[CH:22][CH:23]=3)[S:13]([CH3:16])(=[O:15])=[O:14])[CH:5]=[CH:4][N:3]=2)=[CH:31][CH:32]=1.